From a dataset of Reaction yield outcomes from USPTO patents with 853,638 reactions. Predict the reaction yield, written as a fraction of the theoretical maximum amount of product (1.0 means a 100% yield; for example, 0.34 means a 34% yield). The reactants are C=O.[CH3:3][NH:4][CH3:5].[Cl:6][C:7]1[CH:8]=[C:9]2[C:13](=[CH:14][CH:15]=1)[NH:12][CH:11]=[CH:10]2.[C:16]([O-])(O)=O.[Na+].[OH-].[Na+]. The product is [Cl:6][C:7]1[CH:8]=[C:9]2[C:5](=[CH:14][CH:15]=1)[NH:4][CH:3]=[C:10]2[CH2:11][N:12]([CH3:16])[CH3:13]. The yield is 0.850. The catalyst is CCO.CC(O)=O.